Dataset: Full USPTO retrosynthesis dataset with 1.9M reactions from patents (1976-2016). Task: Predict the reactants needed to synthesize the given product. (1) Given the product [I:9][C:10]1[CH:16]=[CH:15][C:13]([N:14]=[C:4]=[O:3])=[C:12]([N+:17]([O-:19])=[O:18])[CH:11]=1, predict the reactants needed to synthesize it. The reactants are: O=C(Cl)[O:3][C:4](Cl)(Cl)Cl.[I:9][C:10]1[CH:16]=[CH:15][C:13]([NH2:14])=[C:12]([N+:17]([O-:19])=[O:18])[CH:11]=1. (2) Given the product [Br:1][C:2]1[CH:3]=[N:4][C:5]2[N:6]([N:8]=[C:9]([C:11]([N:16]3[CH2:17][CH2:18][C:19]4[C:24](=[CH:23][C:22]([C:25]5[CH:26]=[N:27][N:28]([CH3:30])[CH:29]=5)=[CH:21][CH:20]=4)[CH:15]3[CH3:14])=[O:13])[CH:10]=2)[CH:7]=1, predict the reactants needed to synthesize it. The reactants are: [Br:1][C:2]1[CH:3]=[N:4][C:5]2[N:6]([N:8]=[C:9]([C:11]([OH:13])=O)[CH:10]=2)[CH:7]=1.[CH3:14][CH:15]1[C:24]2[C:19](=[CH:20][CH:21]=[C:22]([C:25]3[CH:26]=[N:27][N:28]([CH3:30])[CH:29]=3)[CH:23]=2)[CH2:18][CH2:17][NH:16]1.